This data is from Forward reaction prediction with 1.9M reactions from USPTO patents (1976-2016). The task is: Predict the product of the given reaction. (1) Given the reactants [Cl:1][C:2]1[CH:3]=[CH:4][C:5]([C:26]#[N:27])=[C:6]([C:8]2[C:13]([O:14][CH3:15])=[CH:12][N:11]([CH:16]([CH2:20][C:21]([CH3:24])([CH3:23])[CH3:22])[C:17](O)=[O:18])[C:10](=[O:25])[CH:9]=2)[CH:7]=1.[NH2:28][C:29]1[CH:41]=[CH:40][C:32]([C:33]([O:35][C:36]([CH3:39])([CH3:38])[CH3:37])=[O:34])=[CH:31][CH:30]=1.CN(C(ON1N=NC2C=CC=NC1=2)=[N+](C)C)C.F[P-](F)(F)(F)(F)F.C(N(CC)C(C)C)(C)C, predict the reaction product. The product is: [Cl:1][C:2]1[CH:3]=[CH:4][C:5]([C:26]#[N:27])=[C:6]([C:8]2[C:13]([O:14][CH3:15])=[CH:12][N:11]([CH:16]([CH2:20][C:21]([CH3:23])([CH3:24])[CH3:22])[C:17]([NH:28][C:29]3[CH:41]=[CH:40][C:32]([C:33]([O:35][C:36]([CH3:37])([CH3:38])[CH3:39])=[O:34])=[CH:31][CH:30]=3)=[O:18])[C:10](=[O:25])[CH:9]=2)[CH:7]=1. (2) Given the reactants CC([O-])(C)C.[K+].[C:7]([CH2:9][C:10]([O:12][CH2:13][CH3:14])=[O:11])#[N:8].Br[CH:16]1[CH2:21][CH2:20][CH2:19][CH2:18][CH2:17]1, predict the reaction product. The product is: [C:7]([CH:9]([CH:16]1[CH2:21][CH2:20][CH2:19][CH2:18][CH2:17]1)[C:10]([O:12][CH2:13][CH3:14])=[O:11])#[N:8]. (3) Given the reactants [Br:1][C:2]1[CH:3]=[N:4][C:5](Cl)=[N:6][CH:7]=1.[C:9]([C:13]1[CH:18]=[CH:17][C:16]([S:19]([NH:22][C:23]2[N:27]([CH3:28])[N:26]=[C:25]([O:29][CH2:30][CH2:31][OH:32])[C:24]=2[C:33]2[CH:38]=[CH:37][CH:36]=[CH:35][CH:34]=2)(=[O:21])=[O:20])=[CH:15][CH:14]=1)([CH3:12])([CH3:11])[CH3:10], predict the reaction product. The product is: [Br:1][C:2]1[CH:3]=[N:4][C:5]([O:32][CH2:31][CH2:30][O:29][C:25]2[C:24]([C:33]3[CH:34]=[CH:35][CH:36]=[CH:37][CH:38]=3)=[C:23]([NH:22][S:19]([C:16]3[CH:17]=[CH:18][C:13]([C:9]([CH3:11])([CH3:10])[CH3:12])=[CH:14][CH:15]=3)(=[O:20])=[O:21])[N:27]([CH3:28])[N:26]=2)=[N:6][CH:7]=1.